Task: Predict the product of the given reaction.. Dataset: Forward reaction prediction with 1.9M reactions from USPTO patents (1976-2016) (1) Given the reactants [O-2:1].[U+6:2].[O-2:3].[O-2].[N+:5]([O-:8])([OH:7])=[O:6], predict the reaction product. The product is: [N+:5]([O-:8])([O-:7])=[O:6].[U+2:2](=[O:3])=[O:1].[N+:5]([O-:8])([O-:7])=[O:6]. (2) Given the reactants Cl[C:2]1[N:3]=[C:4]([NH:11][C@H:12]2[CH2:16][CH2:15][CH2:14][C@@H:13]2[NH:17][C:18](=[O:24])[O:19][C:20]([CH3:23])([CH3:22])[CH3:21])[C:5]2[S:10][CH2:9][CH2:8][C:6]=2[N:7]=1.C1(NC2C3SCCC=3N=C([N:38]3[CH2:43][CH2:42][N:41]([C:44]4[CH:54]=[CH:53][C:47](C(OCC)=O)=[CH:46][CH:45]=4)[CH2:40][CH2:39]3)N=2)CCCCC1, predict the reaction product. The product is: [C:44]1([N:41]2[CH2:42][CH2:43][N:38]([C:2]3[N:3]=[C:4]([NH:11][C@H:12]4[CH2:16][CH2:15][CH2:14][C@@H:13]4[NH:17][C:18](=[O:24])[O:19][C:20]([CH3:23])([CH3:22])[CH3:21])[C:5]4[S:10][CH2:9][CH2:8][C:6]=4[N:7]=3)[CH2:39][CH2:40]2)[CH:54]=[CH:53][CH:47]=[CH:46][CH:45]=1. (3) Given the reactants C[O:2][C:3](=[O:33])[CH2:4][CH2:5][C:6]1[CH:11]=[CH:10][C:9]([O:12][CH2:13][CH2:14][C@H:15]([O:17][C:18]2[CH:23]=[CH:22][C:21]([Cl:24])=[CH:20][C:19]=2[O:25][C:26]2[CH:31]=[CH:30][CH:29]=[CH:28][CH:27]=2)[CH3:16])=[C:8](Br)[CH:7]=1.[CH3:34]B(O)O, predict the reaction product. The product is: [Cl:24][C:21]1[CH:22]=[CH:23][C:18]([O:17][C@H:15]([CH3:16])[CH2:14][CH2:13][O:12][C:9]2[CH:10]=[CH:11][C:6]([CH2:5][CH2:4][C:3]([OH:2])=[O:33])=[CH:7][C:8]=2[CH3:34])=[C:19]([O:25][C:26]2[CH:31]=[CH:30][CH:29]=[CH:28][CH:27]=2)[CH:20]=1. (4) Given the reactants [CH3:1][C:2]1[CH:6]=[CH:5][S:4][C:3]=1[C:7]([OH:9])=O.[CH3:10][O:11][C:12]1[CH:19]=[C:18]([O:20][CH3:21])[CH:17]=[CH:16][C:13]=1[CH2:14][NH2:15], predict the reaction product. The product is: [CH3:10][O:11][C:12]1[CH:19]=[C:18]([O:20][CH3:21])[CH:17]=[CH:16][C:13]=1[CH2:14][NH:15][C:7]([C:3]1[S:4][CH:5]=[CH:6][C:2]=1[CH3:1])=[O:9]. (5) Given the reactants C[O:2][C:3](=[O:21])[C:4]1[CH:9]=[CH:8][C:7]([O:10][CH2:11][C:12]2[CH:17]=[CH:16][CH:15]=[CH:14][CH:13]=2)=[C:6]([N+:18]([O-:20])=[O:19])[CH:5]=1.CO.[OH-].[K+].Cl, predict the reaction product. The product is: [CH2:11]([O:10][C:7]1[CH:8]=[CH:9][C:4]([C:3]([OH:21])=[O:2])=[CH:5][C:6]=1[N+:18]([O-:20])=[O:19])[C:12]1[CH:13]=[CH:14][CH:15]=[CH:16][CH:17]=1. (6) Given the reactants [OH-].[K+].[Cl:3][C:4]1[CH:5]=[CH:6][C:7]2[N:8]([N:10]=[C:11]([C:24]3[CH:29]=[CH:28][CH:27]=[CH:26][CH:25]=3)[C:12]=2[CH2:13][C:14]2[CH:15]=[C:16]([CH:21]=[CH:22][CH:23]=2)[C:17]([O:19]C)=[O:18])[CH:9]=1.Cl, predict the reaction product. The product is: [Cl:3][C:4]1[CH:5]=[CH:6][C:7]2[N:8]([N:10]=[C:11]([C:24]3[CH:25]=[CH:26][CH:27]=[CH:28][CH:29]=3)[C:12]=2[CH2:13][C:14]2[CH:15]=[C:16]([CH:21]=[CH:22][CH:23]=2)[C:17]([OH:19])=[O:18])[CH:9]=1. (7) Given the reactants [F:1][C:2]([F:15])([F:14])[CH:3]([OH:13])[CH2:4][N:5]1[CH2:10][CH2:9][CH2:8][CH:7]([C:11]#[N:12])[CH2:6]1.[Cl:16][C:17]1[CH:22]=[CH:21][C:20]([N:23]=[C:24]=[O:25])=[CH:19][CH:18]=1.C(N(CC)CC)C, predict the reaction product. The product is: [C:11]([CH:7]1[CH2:8][CH2:9][CH2:10][N:5]([CH2:4][CH:3]([O:13][C:24](=[O:25])[NH:23][C:20]2[CH:21]=[CH:22][C:17]([Cl:16])=[CH:18][CH:19]=2)[C:2]([F:1])([F:14])[F:15])[CH2:6]1)#[N:12]. (8) Given the reactants [CH3:1][C:2]1([CH3:9])[NH:7][CH2:6][CH2:5][NH:4][C:3]1=[O:8].[C:10](=O)([O-])[O-].[K+].[K+].CI, predict the reaction product. The product is: [CH3:1][C:2]1([CH3:9])[N:7]([CH3:10])[CH2:6][CH2:5][NH:4][C:3]1=[O:8]. (9) Given the reactants [F:1][C:2]([F:14])([F:13])[C:3]1[CH:8]=[CH:7][C:6]([C:9](=[O:12])[CH2:10][CH3:11])=[CH:5][CH:4]=1.[Br:15]Br.C(=O)([O-])[O-].[Na+].[Na+], predict the reaction product. The product is: [Br:15][CH:10]([CH3:11])[C:9]([C:6]1[CH:5]=[CH:4][C:3]([C:2]([F:13])([F:14])[F:1])=[CH:8][CH:7]=1)=[O:12]. (10) Given the reactants [N+]([O-])([O-])=O.[NH4+].[Ce].[F:7][C:8]([F:25])=[CH:9][CH:10]1[CH2:14][N:13](CC2C=CC(OC)=CC=2)[C:12](=[O:24])[CH2:11]1, predict the reaction product. The product is: [F:7][C:8]([F:25])=[CH:9][CH:10]1[CH2:14][NH:13][C:12](=[O:24])[CH2:11]1.